Dataset: Forward reaction prediction with 1.9M reactions from USPTO patents (1976-2016). Task: Predict the product of the given reaction. (1) Given the reactants [CH2:1]([NH:5][CH2:6][C:7]1[NH:8][C:9](=[O:17])[C:10]2[CH2:16][O:15][CH2:14][CH2:13][C:11]=2[N:12]=1)[CH:2]([CH3:4])[CH3:3].[F:18][C:19]1[CH:36]=[CH:35][C:22]([C:23]([CH:25]2[CH2:30][CH2:29][N:28]([CH2:31][C:32](O)=[O:33])[CH2:27][CH2:26]2)=[O:24])=[CH:21][CH:20]=1, predict the reaction product. The product is: [F:18][C:19]1[CH:20]=[CH:21][C:22]([C:23]([CH:25]2[CH2:26][CH2:27][N:28]([CH2:31][C:32]([N:5]([CH2:1][CH:2]([CH3:4])[CH3:3])[CH2:6][C:7]3[NH:8][C:9](=[O:17])[C:10]4[CH2:16][O:15][CH2:14][CH2:13][C:11]=4[N:12]=3)=[O:33])[CH2:29][CH2:30]2)=[O:24])=[CH:35][CH:36]=1. (2) The product is: [CH3:9][O:8][C:4]1[CH:3]=[C:2]([N:10]2[C:18]3[C:13](=[CH:14][C:15]([CH2:19][N:20]4[CH2:25][CH2:24][CH:23]([C:26]5[CH:27]=[C:28]([NH:32][C:33](=[O:37])[CH:34]([CH3:35])[CH3:36])[CH:29]=[CH:30][CH:31]=5)[CH2:22][CH2:21]4)=[CH:16][CH:17]=3)[CH:12]=[CH:11]2)[CH:7]=[CH:6][CH:5]=1. Given the reactants I[C:2]1[CH:7]=[CH:6][CH:5]=[C:4]([O:8][CH3:9])[CH:3]=1.[NH:10]1[C:18]2[C:13](=[CH:14][C:15]([CH2:19][N:20]3[CH2:25][CH2:24][CH:23]([C:26]4[CH:27]=[C:28]([NH:32][C:33](=[O:37])[CH:34]([CH3:36])[CH3:35])[CH:29]=[CH:30][CH:31]=4)[CH2:22][CH2:21]3)=[CH:16][CH:17]=2)[CH:12]=[CH:11]1, predict the reaction product. (3) The product is: [C:22]([C:26]1[C:30]([Cl:35])=[C:29]([C:41]([NH:19][C:10]2[CH:9]=[C:8]([C:3]3[CH:4]=[CH:5][CH:6]=[CH:7][C:2]=3[Cl:1])[N:13]=[C:12]([O:14][CH3:15])[C:11]=2[N+:16]([O-:18])=[O:17])=[O:37])[N:28]([CH3:34])[N:27]=1)([CH3:23])([CH3:24])[CH3:25]. Given the reactants [Cl:1][C:2]1[CH:7]=[CH:6][CH:5]=[CH:4][C:3]=1[C:8]1[N:13]=[C:12]([O:14][CH3:15])[C:11]([N+:16]([O-:18])=[O:17])=[C:10]([NH2:19])[CH:9]=1.[H-].[Na+].[C:22]([C:26]1[C:30](C(Cl)=O)=[CH:29][N:28]([CH3:34])[N:27]=1)([CH3:25])([CH3:24])[CH3:23].[Cl-:35].[NH4+].[O:37]1[CH2:41]CCC1, predict the reaction product. (4) Given the reactants F[C:2]1[CH:3]=[C:4]([N:10]2[C@@H:15]([CH3:16])[CH2:14][N:13]([C:17]([O:19][C:20]([CH3:23])([CH3:22])[CH3:21])=[O:18])[C@H:12]([CH3:24])[CH2:11]2)[CH:5]=[CH:6][C:7]=1[C:8]#[N:9].[CH3:25][C:26]([CH3:29])([O-:28])[CH3:27].[K+].[Cl-].[NH4+], predict the reaction product. The product is: [C:26]([O:28][C:2]1[CH:3]=[C:4]([N:10]2[C@@H:15]([CH3:16])[CH2:14][N:13]([C:17]([O:19][C:20]([CH3:23])([CH3:22])[CH3:21])=[O:18])[C@H:12]([CH3:24])[CH2:11]2)[CH:5]=[CH:6][C:7]=1[C:8]#[N:9])([CH3:29])([CH3:27])[CH3:25]. (5) Given the reactants [Cl:1][C:2]1[C:6]([Cl:7])=[C:5]([CH3:8])[NH:4][C:3]=1[C:9]([NH:11][CH:12]1[CH2:17][CH2:16][C:15]([C:18]2[CH:19]=[CH:20][CH:21]=[C:22]([CH:26]=2)[C:23]([OH:25])=O)=[CH:14][CH2:13]1)=[O:10].Cl.[CH3:28][O:29][NH2:30].C1C=CC2N(O)N=NC=2C=1.CN1CCOCC1.C(Cl)CCl, predict the reaction product. The product is: [Cl:1][C:2]1[C:6]([Cl:7])=[C:5]([CH3:8])[NH:4][C:3]=1[C:9]([NH:11][CH:12]1[CH2:17][CH2:16][C:15]([C:18]2[CH:19]=[CH:20][CH:21]=[C:22]([C:23]([NH:30][O:29][CH3:28])=[O:25])[CH:26]=2)=[CH:14][CH2:13]1)=[O:10].